From a dataset of Catalyst prediction with 721,799 reactions and 888 catalyst types from USPTO. Predict which catalyst facilitates the given reaction. (1) Reactant: [CH3:1][O:2][C:3]1[CH:8]=[CH:7][CH:6]=[CH:5][C:4]=1[C:9]1[N:14]=[CH:13][N:12]=[C:11]([NH:15][C:16]([CH:18]2[CH2:23][CH2:22][NH:21][CH2:20][CH2:19]2)=[O:17])[CH:10]=1.[ClH:24]. Product: [ClH:24].[CH3:1][O:2][C:3]1[CH:8]=[CH:7][CH:6]=[CH:5][C:4]=1[C:9]1[N:14]=[CH:13][N:12]=[C:11]([NH:15][C:16]([CH:18]2[CH2:23][CH2:22][NH:21][CH2:20][CH2:19]2)=[O:17])[CH:10]=1. The catalyst class is: 12. (2) Reactant: [Si:1]([O:8][C:9]1[CH:14]=[CH:13][C:12]([C:15]2[N:16]=[C:17]([C:22]3[S:26][C:25]4[CH:27]=[CH:28][S:29][C:24]=4[CH:23]=3)[C:18]([NH2:21])=[N:19][CH:20]=2)=[CH:11][CH:10]=1)([C:4]([CH3:7])([CH3:6])[CH3:5])([CH3:3])[CH3:2].[Si:30]([O:37][C:38]1[CH:43]=[CH:42][C:41]([CH2:44][C:45](Cl)=[O:46])=[CH:40][CH:39]=1)([C:33]([CH3:36])([CH3:35])[CH3:34])([CH3:32])[CH3:31].O. The catalyst class is: 341. Product: [Si:30]([O:37][C:38]1[CH:39]=[CH:40][C:41]([CH2:44][C:45]([NH:21][C:18]2[C:17]([C:22]3[S:26][C:25]4[CH:27]=[CH:28][S:29][C:24]=4[CH:23]=3)=[N:16][C:15]([C:12]3[CH:11]=[CH:10][C:9]([O:8][Si:1]([C:4]([CH3:5])([CH3:6])[CH3:7])([CH3:2])[CH3:3])=[CH:14][CH:13]=3)=[CH:20][N:19]=2)=[O:46])=[CH:42][CH:43]=1)([C:33]([CH3:36])([CH3:35])[CH3:34])([CH3:32])[CH3:31]. (3) Reactant: O.O.[Sn](Cl)Cl.[CH3:6][C:7](=[CH2:24])[CH2:8][N:9]1[CH2:14][CH2:13][N:12]([C:15]2[CH:20]=[CH:19][C:18]([N+:21]([O-])=O)=[CH:17][CH:16]=2)[CH2:11][CH2:10]1.CCCCCC. Product: [CH3:24][C:7](=[CH2:6])[CH2:8][N:9]1[CH2:14][CH2:13][N:12]([C:15]2[CH:20]=[CH:19][C:18]([NH2:21])=[CH:17][CH:16]=2)[CH2:11][CH2:10]1. The catalyst class is: 13.